From a dataset of Reaction yield outcomes from USPTO patents with 853,638 reactions. Predict the reaction yield, written as a fraction of the theoretical maximum amount of product (1.0 means a 100% yield; for example, 0.34 means a 34% yield). The reactants are [CH:1](=O)[C:2]1[CH:7]=[CH:6][CH:5]=[CH:4][CH:3]=1.C(O)(=O)C.[NH2:13][CH2:14][C:15]([O:17][C:18]([CH3:21])([CH3:20])[CH3:19])=[O:16].C(N(CC)CC)C.S([O-])([O-])(=O)=O.[Na+].[Na+]. The catalyst is C1(C)C=CC=CC=1. The product is [CH:1](=[N:13][CH2:14][C:15]([O:17][C:18]([CH3:21])([CH3:20])[CH3:19])=[O:16])[C:2]1[CH:7]=[CH:6][CH:5]=[CH:4][CH:3]=1. The yield is 0.940.